This data is from Forward reaction prediction with 1.9M reactions from USPTO patents (1976-2016). The task is: Predict the product of the given reaction. (1) Given the reactants [Br:1][C:2]1[CH:21]=[CH:20][CH:19]=[CH:18][C:3]=1[CH2:4][O:5][C:6]1[CH:13]=[C:12]([O:14][CH2:15][CH2:16]Br)[CH:11]=[CH:10][C:7]=1[CH:8]=[O:9].C([O-])([O-])=O.[K+].[K+].[Na+].[I-].[NH:30]1[CH2:35][CH2:34][O:33][CH2:32][CH2:31]1, predict the reaction product. The product is: [Br:1][C:2]1[CH:21]=[CH:20][CH:19]=[CH:18][C:3]=1[CH2:4][O:5][C:6]1[CH:13]=[C:12]([O:14][CH2:15][CH2:16][N:30]2[CH2:35][CH2:34][O:33][CH2:32][CH2:31]2)[CH:11]=[CH:10][C:7]=1[CH:8]=[O:9]. (2) Given the reactants [CH3:1][O:2][C:3](=[O:34])[C@@H:4]([NH:14][C:15]([C:17]1[S:18][C:19]([C:23](=[O:33])[NH:24][CH2:25][C:26]2[CH:31]=[CH:30][CH:29]=[C:28]([OH:32])[CH:27]=2)=[CH:20][C:21]=1[Br:22])=[O:16])[CH2:5][NH:6]C(OC(C)(C)C)=O.[C:35]([OH:41])([C:37]([F:40])([F:39])[F:38])=[O:36], predict the reaction product. The product is: [F:38][C:37]([F:40])([F:39])[C:35]([OH:41])=[O:36].[CH3:1][O:2][C:3](=[O:34])[C@@H:4]([NH:14][C:15]([C:17]1[S:18][C:19]([C:23](=[O:33])[NH:24][CH2:25][C:26]2[CH:31]=[CH:30][CH:29]=[C:28]([OH:32])[CH:27]=2)=[CH:20][C:21]=1[Br:22])=[O:16])[CH2:5][NH2:6]. (3) Given the reactants [CH3:1][NH:2][C:3]1[CH:18]=[CH:17][C:6]([O:7][C:8]2[CH:13]=[CH:12][N:11]=[C:10]([C:14]([OH:16])=O)[CH:9]=2)=[CH:5][C:4]=1[N+:19]([O-:21])=[O:20].CCN=C=NCCCN(C)C.Cl.C1C=NC2N(O)N=NC=2C=1.C(N(C(C)C)CC)(C)C.CC1(C)[NH:58][CH2:57][CH2:56][O:55]1, predict the reaction product. The product is: [OH:55][CH2:56][CH2:57][NH:58][C:14]([C:10]1[CH:9]=[C:8]([O:7][C:6]2[CH:17]=[CH:18][C:3]([NH:2][CH3:1])=[C:4]([N+:19]([O-:21])=[O:20])[CH:5]=2)[CH:13]=[CH:12][N:11]=1)=[O:16]. (4) Given the reactants [F:1][CH:2]([F:32])[O:3][C:4]1[CH:11]=[C:10]([O:12][CH:13]([C:16]2[S:20][C:19]([C:21]3[CH:26]=[CH:25][C:24]([C:27]([F:30])([F:29])[F:28])=[CH:23][CH:22]=3)=[N:18][C:17]=2[CH3:31])[CH2:14][CH3:15])[CH:9]=[CH:8][C:5]=1[C:6]#[N:7].C(N(CC)CC)C.Cl.[NH2:41][OH:42].O, predict the reaction product. The product is: [F:32][CH:2]([F:1])[O:3][C:4]1[CH:11]=[C:10]([O:12][CH:13]([C:16]2[S:20][C:19]([C:21]3[CH:26]=[CH:25][C:24]([C:27]([F:30])([F:29])[F:28])=[CH:23][CH:22]=3)=[N:18][C:17]=2[CH3:31])[CH2:14][CH3:15])[CH:9]=[CH:8][C:5]=1[C:6]([NH:41][OH:42])=[NH:7]. (5) Given the reactants [OH-].[Na+].[C:3]([O:7][C:8](=[O:30])[N:9]([CH2:13][C:14]1[CH:19]=[CH:18][C:17]([Cl:20])=[C:16]([C:21](C)(C)[O:22][SiH2]C(C)(C)C)[CH:15]=1)[CH:10]1[CH2:12][CH2:11]1)([CH3:6])([CH3:5])[CH3:4], predict the reaction product. The product is: [C:3]([O:7][C:8](=[O:30])[N:9]([CH2:13][C:14]1[CH:19]=[CH:18][C:17]([Cl:20])=[C:16]([CH2:21][OH:22])[CH:15]=1)[CH:10]1[CH2:12][CH2:11]1)([CH3:6])([CH3:4])[CH3:5]. (6) Given the reactants C[O:2][C:3](=[O:42])[CH2:4][C:5]1([NH:8][C:9]([C:11]2[C:12]([OH:41])=[C:13]3[C:18](=[C:19]([C:21]4[CH:22]=[N:23][CH:24]=[CH:25][CH:26]=4)[N:20]=2)[N:17]([CH2:27][C:28]2[CH:33]=[CH:32][CH:31]=[CH:30][CH:29]=2)[C:16](=[O:34])[C:15]([C:35]2[CH:40]=[CH:39][CH:38]=[CH:37][CH:36]=2)=[CH:14]3)=[O:10])[CH2:7][CH2:6]1.[OH-].[Na+].CO.C1COCC1, predict the reaction product. The product is: [CH2:27]([N:17]1[C:18]2[C:13](=[C:12]([OH:41])[C:11]([C:9]([NH:8][C:5]3([CH2:4][C:3]([OH:42])=[O:2])[CH2:6][CH2:7]3)=[O:10])=[N:20][C:19]=2[C:21]2[CH:22]=[N:23][CH:24]=[CH:25][CH:26]=2)[CH:14]=[C:15]([C:35]2[CH:36]=[CH:37][CH:38]=[CH:39][CH:40]=2)[C:16]1=[O:34])[C:28]1[CH:33]=[CH:32][CH:31]=[CH:30][CH:29]=1. (7) Given the reactants [NH2:1][C:2]1[C:19]([N+:20]([O-:22])=[O:21])=[CH:18][C:5]([C:6]([NH:8][C:9]2[CH:17]=[CH:16][C:12]3[N:13]=[CH:14][S:15][C:11]=3[CH:10]=2)=[O:7])=[C:4]([N:23]2[CH2:28][CH2:27][NH:26][CH2:25][CH2:24]2)[CH:3]=1.[CH3:29][C:30]([O:33][C:34](O[C:34]([O:33][C:30]([CH3:32])([CH3:31])[CH3:29])=[O:35])=[O:35])([CH3:32])[CH3:31], predict the reaction product. The product is: [C:30]([O:33][C:34]([N:26]1[CH2:25][CH2:24][N:23]([C:4]2[CH:3]=[C:2]([NH2:1])[C:19]([N+:20]([O-:22])=[O:21])=[CH:18][C:5]=2[C:6](=[O:7])[NH:8][C:9]2[CH:17]=[CH:16][C:12]3[N:13]=[CH:14][S:15][C:11]=3[CH:10]=2)[CH2:28][CH2:27]1)=[O:35])([CH3:32])([CH3:31])[CH3:29]. (8) Given the reactants [C:1]([O:5][C:6](=[O:35])[NH:7][C@H:8]1[CH2:13][CH:12]([N:14]2[CH2:21][C:20]3[C:16](=[N:17][N:18]([S:22]([CH3:25])(=[O:24])=[O:23])[CH:19]=3)[CH2:15]2)[C:11](=O)[NH:10][C@@H:9]1[C:27]1[CH:32]=[C:31]([F:33])[CH:30]=[CH:29][C:28]=1[F:34])([CH3:4])([CH3:3])[CH3:2].CO, predict the reaction product. The product is: [C:1]([O:5][C:6](=[O:35])[NH:7][C@H:8]1[CH2:13][C@@H:12]([N:14]2[CH2:21][C:20]3[C:16](=[N:17][N:18]([S:22]([CH3:25])(=[O:23])=[O:24])[CH:19]=3)[CH2:15]2)[CH2:11][NH:10][C@@H:9]1[C:27]1[CH:32]=[C:31]([F:33])[CH:30]=[CH:29][C:28]=1[F:34])([CH3:4])([CH3:2])[CH3:3].